Predict which catalyst facilitates the given reaction. From a dataset of Catalyst prediction with 721,799 reactions and 888 catalyst types from USPTO. Reactant: [O:1]=[C:2]1[CH2:7][CH2:6][CH2:5][CH:4]([C:8]([OH:10])=[O:9])[CH2:3]1.[CH2:11](O)[CH3:12].C1(C)C=CC(S(O)(=O)=O)=CC=1. Product: [CH2:11]([O:9][C:8]([CH:4]1[CH2:5][CH2:6][CH2:7][C:2](=[O:1])[CH2:3]1)=[O:10])[CH3:12]. The catalyst class is: 11.